This data is from Forward reaction prediction with 1.9M reactions from USPTO patents (1976-2016). The task is: Predict the product of the given reaction. Given the reactants I[C:2]1[CH:7]=[CH:6][C:5]([C:8]([F:11])([F:10])[F:9])=[CH:4][C:3]=1[C@H:12]1[O:16][C:15](=[O:17])[NH:14][C@@H:13]1[CH3:18].[F:19][C:20]1[C:25]([CH:26]([CH3:28])[CH3:27])=[CH:24][C:23](B(O)O)=[C:22]([O:32][CH3:33])[CH:21]=1, predict the reaction product. The product is: [F:19][C:20]1[C:25]([CH:26]([CH3:28])[CH3:27])=[CH:24][C:23]([C:2]2[CH:7]=[CH:6][C:5]([C:8]([F:11])([F:10])[F:9])=[CH:4][C:3]=2[C@H:12]2[O:16][C:15](=[O:17])[NH:14][C@@H:13]2[CH3:18])=[C:22]([O:32][CH3:33])[CH:21]=1.